This data is from Full USPTO retrosynthesis dataset with 1.9M reactions from patents (1976-2016). The task is: Predict the reactants needed to synthesize the given product. (1) Given the product [CH2:11]([O:10][C:8]([N:5]1[CH2:4][CH2:3][CH:2]([O:1][CH:19]2[CH2:20][C:21]([C:23]([O:25][CH2:26][CH3:27])=[O:24])([C:28]([O:30][CH2:31][CH3:32])=[O:29])[CH2:22]2)[CH2:7][CH2:6]1)=[O:9])[C:12]1[CH:17]=[CH:16][CH:15]=[CH:14][CH:13]=1, predict the reactants needed to synthesize it. The reactants are: [O:1]=[C:2]1[CH2:7][CH2:6][N:5]([C:8]([O:10][CH2:11][C:12]2[CH:17]=[CH:16][CH:15]=[CH:14][CH:13]=2)=[O:9])[CH2:4][CH2:3]1.O[CH:19]1[CH2:22][C:21]([C:28]([O:30][CH2:31][CH3:32])=[O:29])([C:23]([O:25][CH2:26][CH3:27])=[O:24])[CH2:20]1. (2) Given the product [C:1]([O:7][CH2:8][N:9]1[C:13]2[N:14]=[N:15][CH:16]=[C:17]([C:18]3[CH:19]=[N:20][N:21]([CH:23]([CH2:24][CH:25]4[CH2:26][CH2:34]4)[CH2:33][C:32]#[N:31])[CH:22]=3)[C:12]=2[CH:11]=[CH:10]1)(=[O:6])[C:2]([CH3:5])([CH3:4])[CH3:3], predict the reactants needed to synthesize it. The reactants are: [C:1]([O:7][CH2:8][N:9]1[C:13]2[N:14]=[N:15][CH:16]=[C:17]([C:18]3[CH:19]=[N:20][NH:21][CH:22]=3)[C:12]=2[CH:11]=[CH:10]1)(=[O:6])[C:2]([CH3:5])([CH3:4])[CH3:3].[CH2:23]1[CH2:33][CH2:32][N:31]2[C:26](=NCCC2)[CH2:25][CH2:24]1.[C:34](#N)C. (3) The reactants are: [CH2:1]([O:3][C:4]([C@H:6]1[CH2:8][C@@H:7]1[C@:9]([NH2:16])([CH3:15])[C:10]([F:14])([F:13])[CH2:11][OH:12])=[O:5])[CH3:2].[N:17]#[C:18]Br. Given the product [CH2:1]([O:3][C:4]([C@H:6]1[CH2:8][C@@H:7]1[C@:9]1([CH3:15])[C:10]([F:14])([F:13])[CH2:11][O:12][C:18]([NH2:17])=[N:16]1)=[O:5])[CH3:2], predict the reactants needed to synthesize it.